Dataset: HIV replication inhibition screening data with 41,000+ compounds from the AIDS Antiviral Screen. Task: Binary Classification. Given a drug SMILES string, predict its activity (active/inactive) in a high-throughput screening assay against a specified biological target. (1) The compound is O=C1SC(c2ccccc2)(c2ccccc2)c2ccccc21. The result is 0 (inactive). (2) The compound is CC1CCCN2C(=O)CN(CCc3ccccc3)CC(=O)N12. The result is 0 (inactive). (3) The molecule is CC(=O)OCC12C(OC(C)=O)CC(C)C3(CC(c4ccoc4)OC3=O)C1CCC(O)C21CO1. The result is 0 (inactive). (4) The drug is CCC1CCC2c3c([nH]c4ccc(C)cc34)C3C(=O)N(N(C)C)C(=O)C3C2C1. The result is 0 (inactive). (5) The molecule is CC(=O)Oc1cc(C)c2c(c1)CCC1C3CCC(OC(C)=O)C3(C)CC(O[N+](=O)[O-])C21O. The result is 0 (inactive). (6) The molecule is CCOC(=O)C1CSSCC(N)C(=O)N1. The result is 0 (inactive). (7) The molecule is CC(=O)NNc1nc(C)c(C(=O)NNC(=O)C(=O)Nc2nc3ccc([N+](=O)[O-])cc3s2)s1. The result is 0 (inactive). (8) The molecule is O=C(O)CN(CCN(CC(=O)O)CC(=O)O)CCN(CC(=O)O)CC(=O)O. The result is 0 (inactive).